Dataset: Full USPTO retrosynthesis dataset with 1.9M reactions from patents (1976-2016). Task: Predict the reactants needed to synthesize the given product. (1) The reactants are: B(Cl)(Cl)Cl.C([O:12][N:13]1[C:19](=[O:20])[N:18]2[CH2:21][C@H:14]1[CH2:15][CH2:16][C@H:17]2[C:22]1[S:23][CH:24]=[N:25][N:26]=1)C1C=CC=CC=1.CO. Given the product [OH:12][N:13]1[C:19](=[O:20])[N:18]2[CH2:21][C@H:14]1[CH2:15][CH2:16][C@H:17]2[C:22]1[S:23][CH:24]=[N:25][N:26]=1, predict the reactants needed to synthesize it. (2) Given the product [CH3:15][S:16]([O:1][CH:2]1[CH2:7][CH2:6][N:5]([S:16]([CH3:15])(=[O:18])=[O:17])[CH2:4][CH2:3]1)(=[O:18])=[O:17], predict the reactants needed to synthesize it. The reactants are: [OH:1][CH:2]1[CH2:7][CH2:6][NH:5][CH2:4][CH2:3]1.C(N(CC)CC)C.[CH3:15][S:16](Cl)(=[O:18])=[O:17]. (3) Given the product [Cl:23][C:4]1[N:3]([CH2:17][CH2:18][O:19][C:20](=[O:22])[CH3:21])[C:2](=[O:1])[C:7]([NH:8][CH2:9][CH2:10][C:11]2[CH:16]=[CH:15][CH:14]=[CH:13][N:12]=2)=[N:6][CH:5]=1, predict the reactants needed to synthesize it. The reactants are: [O:1]=[C:2]1[C:7]([NH:8][CH2:9][CH2:10][C:11]2[CH:16]=[CH:15][CH:14]=[CH:13][N:12]=2)=[N:6][CH:5]=[CH:4][N:3]1[CH2:17][CH2:18][O:19][C:20](=[O:22])[CH3:21].[Cl:23]N1C(=O)CCC1=O. (4) Given the product [Cl:31][C:32]1[CH:38]=[C:37]([O:39][C:40]2[C:41]3[N:48]([CH3:49])[CH:47]=[CH:46][C:42]=3[N:43]=[CH:44][N:45]=2)[CH:36]=[CH:35][C:33]=1[NH:34][C:18]([NH:1][C:2]1[CH:3]=[N:4][C:5]2[C:10]([CH:11]=1)=[CH:9][CH:8]=[CH:7][CH:6]=2)=[O:19], predict the reactants needed to synthesize it. The reactants are: [NH2:1][C:2]1[CH:3]=[N:4][C:5]2[C:10]([CH:11]=1)=[CH:9][CH:8]=[CH:7][CH:6]=2.N1C=CC=CC=1.[C:18](Cl)(=O)[O:19]C1C=CC([N+]([O-])=O)=CC=1.[Cl:31][C:32]1[CH:38]=[C:37]([O:39][C:40]2[C:41]3[N:48]([CH3:49])[CH:47]=[CH:46][C:42]=3[N:43]=[CH:44][N:45]=2)[CH:36]=[CH:35][C:33]=1[NH2:34]. (5) Given the product [F:2][C:3]1[CH:4]=[C:5]2[C:6]([C:20]([S:19][C:13]3[CH:18]=[CH:17][CH:16]=[CH:15][CH:14]=3)=[C:21]([CH3:22])[NH:11]2)=[CH:7][C:8]=1[O:9][CH3:10], predict the reactants needed to synthesize it. The reactants are: Cl.[F:2][C:3]1[CH:4]=[C:5]([NH:11]N)[CH:6]=[CH:7][C:8]=1[O:9][CH3:10].[C:13]1([S:19][CH2:20][C:21](=O)[CH3:22])[CH:18]=[CH:17][CH:16]=[CH:15][CH:14]=1. (6) Given the product [Cl:19][C:20]1[CH:21]=[CH:22][C:23]([C:26]2[CH:27]=[CH:28][C:29]([C:32]#[C:33][C:34]3[CH:35]=[CH:36][C:37](/[CH:40]=[CH:41]/[CH2:42][N:6]4[CH2:7][CH2:8][C:3]([CH2:1][CH3:2])([OH:9])[CH2:4][CH2:5]4)=[CH:38][CH:39]=3)=[N:30][CH:31]=2)=[CH:24][CH:25]=1, predict the reactants needed to synthesize it. The reactants are: [CH2:1]([C:3]1([OH:9])[CH2:8][CH2:7][NH:6][CH2:5][CH2:4]1)[CH3:2].C(N(C(C)C)C(C)C)C.[Cl:19][C:20]1[CH:25]=[CH:24][C:23]([C:26]2[CH:27]=[CH:28][C:29]([C:32]#[C:33][C:34]3[CH:39]=[CH:38][C:37](/[CH:40]=[CH:41]/[CH2:42]Cl)=[CH:36][CH:35]=3)=[N:30][CH:31]=2)=[CH:22][CH:21]=1. (7) The reactants are: [Cl:1][C:2]1[CH:8]=[CH:7][C:5](N)=[C:4]([C:9]2[CH:14]=[C:13]([O:15][CH3:16])[N:12]=[CH:11][N:10]=2)[C:3]=1[F:17].CC1C=CC(S(O)(=O)=O)=CC=1.O.N([O-])=O.[Na+].[Na+].[I-:35]. Given the product [Cl:1][C:2]1[C:3]([F:17])=[C:4]([C:9]2[CH:14]=[C:13]([O:15][CH3:16])[N:12]=[CH:11][N:10]=2)[C:5]([I:35])=[CH:7][CH:8]=1, predict the reactants needed to synthesize it. (8) Given the product [CH:1]1([CH2:8][C:9]([NH:11][C:12]2[CH:21]=[CH:20][CH:19]=[C:18]3[C:13]=2[CH:14]=[CH:15][N:16]([CH:23]2[CH2:24][CH2:25][NH:26][CH2:27][CH2:28]2)[C:17]3=[O:22])=[O:10])[CH2:2][CH2:3][CH2:4][CH2:5][CH2:6][CH2:7]1, predict the reactants needed to synthesize it. The reactants are: [CH:1]1([CH2:8][C:9]([NH:11][C:12]2[CH:21]=[CH:20][CH:19]=[C:18]3[C:13]=2[CH:14]=[CH:15][N:16]([CH:23]2[CH2:28][CH2:27][N:26](C(OC(C)(C)C)=O)[CH2:25][CH2:24]2)[C:17]3=[O:22])=[O:10])[CH2:7][CH2:6][CH2:5][CH2:4][CH2:3][CH2:2]1.FC(F)(F)C(O)=O.